Dataset: Rat liver microsome stability data. Task: Regression/Classification. Given a drug SMILES string, predict its absorption, distribution, metabolism, or excretion properties. Task type varies by dataset: regression for continuous measurements (e.g., permeability, clearance, half-life) or binary classification for categorical outcomes (e.g., BBB penetration, CYP inhibition). Dataset: rlm. (1) The compound is N#Cc1cnccc1-c1nc(Nc2ccc(F)c(F)c2)c2ccccc2n1. The result is 1 (stable in rat liver microsomes). (2) The molecule is Cc1cccc(NC(=O)c2cccc(-n3ncc4cc(Nc5ccccc5F)ccc43)c2)c1. The result is 1 (stable in rat liver microsomes). (3) The compound is COCCCOc1cc(C(=O)N(C[C@@H]2CNC[C@H]2NC(=O)OCC2CCCCC2)C(C)C)ccc1OC. The result is 1 (stable in rat liver microsomes). (4) The compound is Cc1noc(-c2ccccc2)c1CCN1Cc2ccc(/C=C/C(=O)NO)cc2C1. The result is 1 (stable in rat liver microsomes).